From a dataset of NCI-60 drug combinations with 297,098 pairs across 59 cell lines. Regression. Given two drug SMILES strings and cell line genomic features, predict the synergy score measuring deviation from expected non-interaction effect. (1) Drug 1: C1CCC(C1)C(CC#N)N2C=C(C=N2)C3=C4C=CNC4=NC=N3. Drug 2: CC1=C(C=C(C=C1)NC2=NC=CC(=N2)N(C)C3=CC4=NN(C(=C4C=C3)C)C)S(=O)(=O)N.Cl. Cell line: U251. Synergy scores: CSS=18.8, Synergy_ZIP=5.52, Synergy_Bliss=6.69, Synergy_Loewe=5.58, Synergy_HSA=7.43. (2) Drug 1: C1=CC=C(C=C1)NC(=O)CCCCCCC(=O)NO. Drug 2: C1CC(CNC1)C2=CC=C(C=C2)N3C=C4C=CC=C(C4=N3)C(=O)N. Cell line: OVCAR3. Synergy scores: CSS=45.3, Synergy_ZIP=-2.52, Synergy_Bliss=-2.06, Synergy_Loewe=-14.1, Synergy_HSA=-0.416.